This data is from Full USPTO retrosynthesis dataset with 1.9M reactions from patents (1976-2016). The task is: Predict the reactants needed to synthesize the given product. (1) The reactants are: [NH2:1][C:2]1[CH:11]=[CH:10][CH:9]=[C:8]2[C:3]=1[CH2:4][C:5](=[O:14])[N:6]([CH2:12][CH3:13])[CH2:7]2.CCN(C(C)C)C(C)C.Br[CH2:25][C:26]([O:28][CH2:29][CH3:30])=[O:27]. Given the product [CH2:29]([O:28][C:26](=[O:27])[CH2:25][NH:1][C:2]1[CH:11]=[CH:10][CH:9]=[C:8]2[C:3]=1[CH2:4][C:5](=[O:14])[N:6]([CH2:12][CH3:13])[CH2:7]2)[CH3:30], predict the reactants needed to synthesize it. (2) The reactants are: [CH2:1]([O:3][C:4](=[O:14])[CH:5]=[CH:6][C:7]1[CH:12]=[CH:11][CH:10]=[C:9]([NH2:13])[CH:8]=1)[CH3:2].[Br:15][C:16]1[N:21]=[C:20]([C:22](O)=[O:23])[CH:19]=[CH:18][CH:17]=1. Given the product [CH2:1]([O:3][C:4](=[O:14])[CH:5]=[CH:6][C:7]1[CH:12]=[CH:11][CH:10]=[C:9]([NH:13][C:22]([C:20]2[CH:19]=[CH:18][CH:17]=[C:16]([Br:15])[N:21]=2)=[O:23])[CH:8]=1)[CH3:2], predict the reactants needed to synthesize it.